This data is from Peptide-MHC class I binding affinity with 185,985 pairs from IEDB/IMGT. The task is: Regression. Given a peptide amino acid sequence and an MHC pseudo amino acid sequence, predict their binding affinity value. This is MHC class I binding data. (1) The peptide sequence is LPTWLGAAI. The MHC is Patr-B1301 with pseudo-sequence Patr-B1301. The binding affinity (normalized) is 1.00. (2) The peptide sequence is YQVPFVQAF. The MHC is HLA-A29:02 with pseudo-sequence HLA-A29:02. The binding affinity (normalized) is 0.213.